From a dataset of Forward reaction prediction with 1.9M reactions from USPTO patents (1976-2016). Predict the product of the given reaction. (1) Given the reactants [Cl:1][CH2:2][C:3]#[N:4].C[O-].[Na+].CS(O)(=O)=O.N[C:14]1[CH:15]=[C:16]([CH:19]=[CH:20][C:21]=1[NH:22][CH2:23][C:24](=[O:32])[NH:25][CH:26]1[CH2:31][CH2:30][CH2:29][CH2:28][CH2:27]1)[C:17]#[N:18], predict the reaction product. The product is: [Cl:1][CH2:2][C:3]1[N:22]([CH2:23][C:24](=[O:32])[NH:25][CH:26]2[CH2:27][CH2:28][CH2:29][CH2:30][CH2:31]2)[C:21]2[CH:20]=[CH:19][C:16]([C:17]#[N:18])=[CH:15][C:14]=2[N:4]=1. (2) The product is: [NH2:14][CH2:13][CH2:12][CH2:11][C:7]1[CH:6]=[C:5]([NH:4][CH2:3][C:2]([OH:1])([CH2:28][CH2:29][CH3:30])[CH2:25][CH2:26][CH3:27])[CH:10]=[CH:9][CH:8]=1. Given the reactants [OH:1][C:2]([CH2:28][CH2:29][CH3:30])([CH2:25][CH2:26][CH3:27])[CH2:3][NH:4][C:5]1[CH:6]=[C:7]([CH2:11][CH2:12][CH2:13][N:14]2C(=O)C3C(=CC=CC=3)C2=O)[CH:8]=[CH:9][CH:10]=1.O.NN, predict the reaction product. (3) Given the reactants [BH4-].[Na+].[C:3]([C:5]1[CH:6]=[C:7]([C:11](=[O:19])[C:12]([O:14][C:15]([CH3:18])([CH3:17])[CH3:16])=[O:13])[CH:8]=[CH:9][CH:10]=1)#[N:4], predict the reaction product. The product is: [C:3]([C:5]1[CH:6]=[C:7]([CH:11]([OH:19])[C:12]([O:14][C:15]([CH3:17])([CH3:16])[CH3:18])=[O:13])[CH:8]=[CH:9][CH:10]=1)#[N:4]. (4) Given the reactants OC(C(F)(F)F)=O.[NH:8]1[CH2:11][CH:10]([NH:12][C:13](=[O:31])[CH2:14][NH:15][C:16]2[C:24]3[C:19](=[CH:20][CH:21]=[C:22]([C:25]([F:28])([F:27])[F:26])[CH:23]=3)[N:18]([CH2:29][CH3:30])[N:17]=2)[CH2:9]1.[OH:32][C:33]1([C:40]2[S:41][CH:42]=[CH:43][N:44]=2)[CH2:38][CH2:37][C:36](=O)[CH2:35][CH2:34]1, predict the reaction product. The product is: [CH2:29]([N:18]1[C:19]2[C:24](=[CH:23][C:22]([C:25]([F:27])([F:26])[F:28])=[CH:21][CH:20]=2)[C:16]([NH:15][CH2:14][C:13]([NH:12][CH:10]2[CH2:9][N:8]([CH:36]3[CH2:35][CH2:34][C:33]([OH:32])([C:40]4[S:41][CH:42]=[CH:43][N:44]=4)[CH2:38][CH2:37]3)[CH2:11]2)=[O:31])=[N:17]1)[CH3:30]. (5) Given the reactants [ClH:1].C(OC([NH:9][CH2:10][C@@H:11]([N:16]1[CH2:21][CH2:20][N:19]([S:22]([CH3:25])(=[O:24])=[O:23])[CH2:18][CH2:17]1)[C:12]([O:14][CH3:15])=[O:13])=O)(C)(C)C, predict the reaction product. The product is: [ClH:1].[NH2:9][CH2:10][C@@H:11]([N:16]1[CH2:21][CH2:20][N:19]([S:22]([CH3:25])(=[O:24])=[O:23])[CH2:18][CH2:17]1)[C:12]([O:14][CH3:15])=[O:13]. (6) Given the reactants [K+].[Cl:2][C:3]1[N:4]=[C:5]([C:16]([O-:18])=O)[N:6](COCC[Si](C)(C)C)[CH:7]=1.[C:19]1([C:25]2[CH:30]=[C:29]([CH2:31][CH2:32][N:33]3[CH2:38][CH2:37][O:36][CH2:35][CH2:34]3)[CH:28]=[CH:27][C:26]=2[NH2:39])[CH2:24][CH2:23][CH2:22][CH2:21][CH:20]=1.FC(F)(F)C(O)=O, predict the reaction product. The product is: [ClH:2].[C:19]1([C:25]2[CH:30]=[C:29]([CH2:31][CH2:32][N:33]3[CH2:34][CH2:35][O:36][CH2:37][CH2:38]3)[CH:28]=[CH:27][C:26]=2[NH:39][C:16]([C:5]2[NH:4][C:3]([Cl:2])=[CH:7][N:6]=2)=[O:18])[CH2:24][CH2:23][CH2:22][CH2:21][CH:20]=1. (7) Given the reactants [CH2:1]([S:3]([N:6]1[CH2:11][CH2:10][CH:9]([C:12]2[C:20]3[C:15](=[C:16]([C:29]([NH2:31])=[O:30])[CH:17]=[C:18]([C:21]4[CH:26]=[CH:25][CH:24]=[C:23]([CH:27]=O)[CH:22]=4)[CH:19]=3)[NH:14][CH:13]=2)[CH2:8][CH2:7]1)(=[O:5])=[O:4])[CH3:2].[NH:32]1[CH2:37][CH2:36][CH2:35][CH2:34][CH2:33]1.[BH-](OC(C)=O)(OC(C)=O)OC(C)=O.[Na+], predict the reaction product. The product is: [CH2:1]([S:3]([N:6]1[CH2:7][CH2:8][CH:9]([C:12]2[C:20]3[C:15](=[C:16]([C:29]([NH2:31])=[O:30])[CH:17]=[C:18]([C:21]4[CH:26]=[CH:25][CH:24]=[C:23]([CH2:27][N:32]5[CH2:37][CH2:36][CH2:35][CH2:34][CH2:33]5)[CH:22]=4)[CH:19]=3)[NH:14][CH:13]=2)[CH2:10][CH2:11]1)(=[O:4])=[O:5])[CH3:2].